This data is from Peptide-MHC class I binding affinity with 185,985 pairs from IEDB/IMGT. The task is: Regression. Given a peptide amino acid sequence and an MHC pseudo amino acid sequence, predict their binding affinity value. This is MHC class I binding data. (1) The peptide sequence is VIYIVQMLA. The MHC is HLA-A02:06 with pseudo-sequence HLA-A02:06. The binding affinity (normalized) is 0.475. (2) The peptide sequence is MMVILPDKI. The MHC is HLA-A02:02 with pseudo-sequence HLA-A02:02. The binding affinity (normalized) is 0.608. (3) The peptide sequence is SVIGTFVAEF. The MHC is HLA-A32:01 with pseudo-sequence HLA-A32:01. The binding affinity (normalized) is 0.512. (4) The peptide sequence is QNPGVAELL. The MHC is H-2-Db with pseudo-sequence H-2-Db. The binding affinity (normalized) is 0. (5) The peptide sequence is DARTYSDPLA. The binding affinity (normalized) is 0.369. The MHC is HLA-A30:01 with pseudo-sequence HLA-A30:01. (6) The peptide sequence is RPTIEKDVDL. The MHC is HLA-B08:01 with pseudo-sequence HLA-B08:01. The binding affinity (normalized) is 0.377. (7) The peptide sequence is AVYNLATM. The binding affinity (normalized) is 0.522. The MHC is H-2-Kb with pseudo-sequence H-2-Kb.